This data is from Full USPTO retrosynthesis dataset with 1.9M reactions from patents (1976-2016). The task is: Predict the reactants needed to synthesize the given product. (1) Given the product [CH3:53][O:52][CH2:51][C@@H:50]([OH:54])[CH2:49][O:48][C@H:10]1[C@H:11]([C:28]2[CH:33]=[CH:32][C:31]([O:34][CH2:35][CH2:36][CH2:37][O:38][CH2:39][C:40]3[CH:45]=[CH:44][CH:43]=[CH:42][C:41]=3[O:46][CH3:47])=[CH:30][CH:29]=2)[C@@H:12]([O:14][CH2:15][C:16]2[CH:25]=[C:24]([O:26][CH3:27])[C:23]3[C:18](=[CH:19][CH:20]=[CH:21][CH:22]=3)[CH:17]=2)[CH2:13][NH:8][CH2:9]1, predict the reactants needed to synthesize it. The reactants are: C(OC([N:8]1[CH2:13][C@H:12]([O:14][CH2:15][C:16]2[CH:25]=[C:24]([O:26][CH3:27])[C:23]3[C:18](=[CH:19][CH:20]=[CH:21][CH:22]=3)[CH:17]=2)[C@@H:11]([C:28]2[CH:33]=[CH:32][C:31]([O:34][CH2:35][CH2:36][CH2:37][O:38][CH2:39][C:40]3[CH:45]=[CH:44][CH:43]=[CH:42][C:41]=3[O:46][CH3:47])=[CH:30][CH:29]=2)[C@H:10]([O:48][CH2:49][C@H:50]([OH:54])[CH2:51][O:52][CH3:53])[CH2:9]1)=O)(C)(C)C.Cl. (2) Given the product [Cl:14][C:8]1[CH:7]=[CH:6][C:5]([CH3:15])=[C:4]2[C:9]=1[CH:10]=[C:11]([CH2:12][O:13][C:39]1[CH:38]=[C:37]([CH3:42])[N:36]=[C:35]([NH2:34])[N:40]=1)[C:2]([C:17]1[CH:18]=[CH:19][CH:20]=[CH:21][C:16]=1[CH3:25])=[N:3]2, predict the reactants needed to synthesize it. The reactants are: Cl[C:2]1[C:11]([CH2:12][OH:13])=[CH:10][C:9]2[C:4](=[C:5]([CH3:15])[CH:6]=[CH:7][C:8]=2[Cl:14])[N:3]=1.[C:16]1([CH3:25])[CH:21]=[CH:20][CH:19]=[CH:18][C:17]=1B(O)O.C([O-])([O-])=O.[K+].[K+].[H-].[Na+].[NH2:34][C:35]1[N:40]=[C:39](Cl)[CH:38]=[C:37]([CH3:42])[N:36]=1.